The task is: Predict the product of the given reaction.. This data is from Forward reaction prediction with 1.9M reactions from USPTO patents (1976-2016). (1) Given the reactants Br[CH2:2][C:3]1[CH:8]=[CH:7][C:6]([F:9])=[CH:5][C:4]=1[Cl:10].[C:11]([S:15][C:16](=[O:21])[CH2:17][C:18](=[O:20])[CH3:19])([CH3:14])([CH3:13])[CH3:12], predict the reaction product. The product is: [C:11]([S:15][C:16](=[O:21])[CH:17]([CH2:2][C:3]1[CH:8]=[CH:7][C:6]([F:9])=[CH:5][C:4]=1[Cl:10])[C:18](=[O:20])[CH3:19])([CH3:14])([CH3:12])[CH3:13]. (2) Given the reactants [O:1]1[CH:6]=[CH:5][CH2:4][CH2:3][CH2:2]1.C([Li])(C)(C)C.[CH2:12]([Sn:16](Cl)([CH2:21][CH2:22][CH2:23][CH3:24])[CH2:17][CH2:18][CH2:19][CH3:20])[CH2:13][CH2:14][CH3:15].O, predict the reaction product. The product is: [CH2:21]([Sn:16]([CH2:12][CH2:13][CH2:14][CH3:15])([CH2:17][CH2:18][CH2:19][CH3:20])[C:6]1[O:1][CH2:2][CH2:3][CH2:4][CH:5]=1)[CH2:22][CH2:23][CH3:24]. (3) Given the reactants [P:1]([O:19][CH2:20][O:21][C:22]1[CH:27]=[C:26]([CH2:28][CH:29]2[CH2:34][CH2:33][C:32]([CH3:36])([CH3:35])[CH2:31][CH2:30]2)[NH:25][C:24](=[O:37])[C:23]=1[C:38]1[CH:43]=[CH:42][CH:41]=[CH:40][CH:39]=1)([O:11]CC1C=CC=CC=1)([O:3]CC1C=CC=CC=1)=[O:2], predict the reaction product. The product is: [P:1]([OH:11])([OH:3])([O:19][CH2:20][O:21][C:22]1[CH:27]=[C:26]([CH2:28][CH:29]2[CH2:34][CH2:33][C:32]([CH3:36])([CH3:35])[CH2:31][CH2:30]2)[NH:25][C:24](=[O:37])[C:23]=1[C:38]1[CH:39]=[CH:40][CH:41]=[CH:42][CH:43]=1)=[O:2]. (4) Given the reactants [O:1]1[CH2:5][CH2:4][O:3][CH:2]1[C:6]1[CH:7]=[C:8]([CH:12]=[CH:13][CH:14]=1)[C:9]([OH:11])=O.[NH2:15][C:16]1[S:17][CH:18]=[C:19]([C:26]2[CH:31]=[CH:30][CH:29]=[CH:28][CH:27]=2)[C:20]=1[C:21]([O:23][CH2:24][CH3:25])=[O:22].CCN(P1(N(C)CCCN1C)=NC(C)(C)C)CC.CN(C(ON1N=NC2C=CC=CC1=2)=[N+](C)C)C.F[P-](F)(F)(F)(F)F, predict the reaction product. The product is: [O:3]1[CH2:4][CH2:5][O:1][CH:2]1[C:6]1[CH:7]=[C:8]([CH:12]=[CH:13][CH:14]=1)[C:9]([NH:15][C:16]1[S:17][CH:18]=[C:19]([C:26]2[CH:31]=[CH:30][CH:29]=[CH:28][CH:27]=2)[C:20]=1[C:21]([O:23][CH2:24][CH3:25])=[O:22])=[O:11].